From a dataset of Full USPTO retrosynthesis dataset with 1.9M reactions from patents (1976-2016). Predict the reactants needed to synthesize the given product. (1) Given the product [CH2:11]([C:15]1[CH:16]=[C:17]([NH:18][C:8]([C:3]2[C:2]([CH3:1])=[N:7][CH:6]=[CH:5][N:4]=2)=[O:10])[CH:19]=[CH:20][C:21]=1[CH:22]([C:27]([F:28])([F:29])[F:30])[C:23]([F:24])([F:25])[F:26])[CH:12]([CH3:14])[CH3:13], predict the reactants needed to synthesize it. The reactants are: [CH3:1][C:2]1[C:3]([C:8]([OH:10])=O)=[N:4][CH:5]=[CH:6][N:7]=1.[CH2:11]([C:15]1[CH:16]=[C:17]([CH:19]=[CH:20][C:21]=1[CH:22]([C:27]([F:30])([F:29])[F:28])[C:23]([F:26])([F:25])[F:24])[NH2:18])[CH:12]([CH3:14])[CH3:13].[I-].ClC1C=CC=C[N+]=1C.C(N(CC)CC)C. (2) Given the product [F:13][C:14]1[CH:15]=[CH:16][C:17]([C:20]2[CH:21]=[C:22]([CH2:26][NH:1][CH2:2][C@H:3]3[CH2:12][CH2:11][C:10]4[C:5](=[CH:6][CH:7]=[CH:8][CH:9]=4)[O:4]3)[CH:23]=[N:24][CH:25]=2)=[CH:18][CH:19]=1, predict the reactants needed to synthesize it. The reactants are: [NH2:1][CH2:2][C@H:3]1[CH2:12][CH2:11][C:10]2[C:5](=[CH:6][CH:7]=[CH:8][CH:9]=2)[O:4]1.[F:13][C:14]1[CH:19]=[CH:18][C:17]([C:20]2[CH:21]=[C:22]([CH:26]=O)[CH:23]=[N:24][CH:25]=2)=[CH:16][CH:15]=1.[H][H].